This data is from Catalyst prediction with 721,799 reactions and 888 catalyst types from USPTO. The task is: Predict which catalyst facilitates the given reaction. (1) Reactant: C([O:3][C:4]([C:6]1[C:7](=[O:21])[O:8][C:9]2[C:14]([CH:15]=1)=[CH:13][CH:12]=[C:11]([CH2:16][CH2:17][CH2:18][CH2:19][OH:20])[CH:10]=2)=[CH2:5])C.[Br:22]N1C(=O)CCC1=O. Product: [Br:22][CH2:3][C:4]([C:6]1[C:7](=[O:21])[O:8][C:9]2[C:14]([CH:15]=1)=[CH:13][CH:12]=[C:11]([CH2:16][CH2:17][CH2:18][CH2:19][OH:20])[CH:10]=2)=[O:5]. The catalyst class is: 20. (2) Reactant: [CH3:1][C@@H:2]1[C@@H:9]2[C@@H:5]([CH2:6][N:7]([S:10]([CH3:13])(=[O:12])=[O:11])[CH2:8]2)[CH2:4][C@H:3]1[NH:14][C:15]1[C:16]2[N:17]([CH:24]=[C:25]([C:27]3[NH:31][N:30]=[N:29][N:28]=3)[CH:26]=2)[N:18]=[CH:19][C:20]=1[C:21]([NH2:23])=[O:22].IC.[C:34](=O)([O-])[O-].[K+].[K+]. Product: [CH3:1][C@@H:2]1[C@@H:9]2[C@@H:5]([CH2:6][N:7]([S:10]([CH3:13])(=[O:12])=[O:11])[CH2:8]2)[CH2:4][C@H:3]1[NH:14][C:15]1[C:16]2[N:17]([CH:24]=[C:25]([C:27]3[N:28]=[N:29][N:30]([CH3:34])[N:31]=3)[CH:26]=2)[N:18]=[CH:19][C:20]=1[C:21]([NH2:23])=[O:22]. The catalyst class is: 60. (3) Reactant: [CH:1]([N:14]1[CH2:17][CH:16]([S:18][C:19]2[CH:24]=[CH:23][C:22]([Cl:25])=[CH:21][CH:20]=2)[CH2:15]1)([C:8]1[CH:13]=[CH:12][CH:11]=[CH:10][CH:9]=1)[C:2]1[CH:7]=[CH:6][CH:5]=[CH:4][CH:3]=1.ClC1C=CC=C(C(OO)=[O:34])C=1. Product: [CH:1]([N:14]1[CH2:15][CH:16]([S:18]([C:19]2[CH:20]=[CH:21][C:22]([Cl:25])=[CH:23][CH:24]=2)=[O:34])[CH2:17]1)([C:2]1[CH:7]=[CH:6][CH:5]=[CH:4][CH:3]=1)[C:8]1[CH:9]=[CH:10][CH:11]=[CH:12][CH:13]=1. The catalyst class is: 22. (4) Reactant: [N:1]1[CH:6]=[CH:5][C:4](/[CH:7]=[CH:8]/[C:9]2[C:17]3[C:12](=[CH:13][C:14]([CH:18]=O)=[CH:15][CH:16]=3)[N:11]([CH2:20][O:21][CH2:22][CH2:23][Si:24]([CH3:27])([CH3:26])[CH3:25])[N:10]=2)=[CH:3][CH:2]=1.[NH:28]1[C:36]2[C:31](=[CH:32][CH:33]=[CH:34][CH:35]=2)[CH2:30][C:29]1=[O:37].N1CCCCC1. Product: [N:1]1[CH:6]=[CH:5][C:4](/[CH:7]=[CH:8]/[C:9]2[C:17]3[C:12](=[CH:13][C:14](/[CH:18]=[C:30]4/[C:29](=[O:37])[NH:28][C:36]5[C:31]/4=[CH:32][CH:33]=[CH:34][CH:35]=5)=[CH:15][CH:16]=3)[N:11]([CH2:20][O:21][CH2:22][CH2:23][Si:24]([CH3:27])([CH3:26])[CH3:25])[N:10]=2)=[CH:3][CH:2]=1. The catalyst class is: 5. (5) Reactant: [OH:1][C:2]1[CH:3]=[C:4]([CH:7]=[CH:8][C:9]=1[OH:10])[C:5]#[N:6].C(=O)([O-])[O-].[K+].[K+].[CH3:17][O:18][CH2:19]Cl.[C:21]([O:24][CH2:25]C)(=O)C. Product: [CH3:17][O:18][CH2:19][O:1][C:2]1[CH:3]=[C:4]([CH:7]=[CH:8][C:9]=1[O:10][CH2:21][O:24][CH3:25])[C:5]#[N:6]. The catalyst class is: 95. (6) Reactant: C([O:9][C@@H:10]1[C@H:14]([O:15]C(=O)C2C=CC=CC=2)[C@@H:13]([CH2:24][O:25]C(=O)C2C=CC=CC=2)[O:12][C@H:11]1[N:34]1[C:38]2=[CH:39][N:40]=[N:41][C:42](=[O:43])[C:37]2=[N:36][CH2:35]1)(=O)C1C=CC=CC=1.C[O-].[Na+]. Product: [C@@H:11]1([N:34]2[C:38]3=[CH:39][N:40]=[N:41][C:42](=[O:43])[C:37]3=[N:36][CH2:35]2)[O:12][C@H:13]([CH2:24][OH:25])[C@@H:14]([OH:15])[C@H:10]1[OH:9]. The catalyst class is: 5. (7) Reactant: [CH3:1][O:2][C:3]([C:5]1[C:9]2[C:10](=O)[NH:11][CH2:12][CH2:13][C:8]=2[N:7]([CH2:15][CH2:16][C:17]2[CH:22]=[CH:21][C:20]([N+:23]([O-:25])=[O:24])=[CH:19][CH:18]=2)[CH:6]=1)=[O:4].P12(SP3(SP(SP(S3)(S1)=S)(=S)S2)=S)=[S:27]. Product: [CH3:1][O:2][C:3]([C:5]1[C:9]2[C:10](=[S:27])[NH:11][CH2:12][CH2:13][C:8]=2[N:7]([CH2:15][CH2:16][C:17]2[CH:22]=[CH:21][C:20]([N+:23]([O-:25])=[O:24])=[CH:19][CH:18]=2)[CH:6]=1)=[O:4]. The catalyst class is: 17. (8) Reactant: [Cl:1][C:2]1[S:6][C:5]([C@@H:7]2[CH2:9][C@H:8]2[CH:10]([NH:12][O:13][CH3:14])[CH3:11])=[CH:4][CH:3]=1.C(N(CC)CC)C.[F:22][CH:23]([F:33])[C:24]1[C:28]([C:29](Cl)=[O:30])=[CH:27][N:26]([CH3:32])[N:25]=1. Product: [Cl:1][C:2]1[S:6][C:5]([C@@H:7]2[CH2:9][C@H:8]2[CH:10]([N:12]([O:13][CH3:14])[C:29]([C:28]2[C:24]([CH:23]([F:33])[F:22])=[N:25][N:26]([CH3:32])[CH:27]=2)=[O:30])[CH3:11])=[CH:4][CH:3]=1. The catalyst class is: 46. (9) Reactant: O=C1C2C(=CC=CC=2)C(=O)[N:3]1[CH2:12][C:13]1[CH:18]=[CH:17][C:16]([NH:19][C:20](=[O:39])[C:21]2[CH:26]=[CH:25][C:24]([CH3:27])=[C:23]([C:28]#[C:29][C:30]3[N:34]4[N:35]=[CH:36][CH:37]=[CH:38][C:33]4=[N:32][CH:31]=3)[CH:22]=2)=[CH:15][C:14]=1[C:40]([F:43])([F:42])[F:41].O.NN.C(=O)(O)[O-].[K+]. Product: [NH2:3][CH2:12][C:13]1[CH:18]=[CH:17][C:16]([NH:19][C:20](=[O:39])[C:21]2[CH:26]=[CH:25][C:24]([CH3:27])=[C:23]([C:28]#[C:29][C:30]3[N:34]4[N:35]=[CH:36][CH:37]=[CH:38][C:33]4=[N:32][CH:31]=3)[CH:22]=2)=[CH:15][C:14]=1[C:40]([F:41])([F:43])[F:42]. The catalyst class is: 7. (10) Product: [CH3:1][C:2]1([C:6]2[CH:7]=[C:8]([NH2:13])[C:9]([NH2:10])=[CH:11][CH:12]=2)[CH2:3][CH2:4][CH2:5]1. Reactant: [CH3:1][C:2]1([C:6]2[CH:12]=[CH:11][C:9]([NH2:10])=[C:8]([N+:13]([O-])=O)[CH:7]=2)[CH2:5][CH2:4][CH2:3]1. The catalyst class is: 63.